From a dataset of Catalyst prediction with 721,799 reactions and 888 catalyst types from USPTO. Predict which catalyst facilitates the given reaction. Reactant: C([O:3][C:4]([C:6]1[C:11]([S:12][CH2:13][CH3:14])=[CH:10][C:9]([O:15][CH2:16][C:17]2[CH:22]=[CH:21][C:20]([O:23][CH3:24])=[CH:19][CH:18]=2)=[CH:8][N:7]=1)=[O:5])C.[OH-].[Na+].Cl. Product: [CH2:13]([S:12][C:11]1[C:6]([C:4]([OH:5])=[O:3])=[N:7][CH:8]=[C:9]([O:15][CH2:16][C:17]2[CH:22]=[CH:21][C:20]([O:23][CH3:24])=[CH:19][CH:18]=2)[CH:10]=1)[CH3:14]. The catalyst class is: 90.